Dataset: Reaction yield outcomes from USPTO patents with 853,638 reactions. Task: Predict the reaction yield, written as a fraction of the theoretical maximum amount of product (1.0 means a 100% yield; for example, 0.34 means a 34% yield). (1) The reactants are [C:1]1([CH3:8])[C:6]([OH:7])=[CH:5][CH:4]=[CH:3][CH:2]=1.[Cl-].[Mg+2].[Cl-].C(N(CC)CC)C.[CH2:19]=[O:20].Cl. The catalyst is C(#N)C. The product is [OH:20][C:19]1[C:1]([CH3:8])=[CH:2][CH:3]=[CH:4][C:5]=1[CH:6]=[O:7]. The yield is 0.483. (2) The reactants are [Cl:1][C:2]1[CH:3]=[C:4]([CH:6]=[CH:7][CH:8]=1)[NH2:5].[N:9]([O-])=O.[Na+].C([O-])(=O)C.[Na+].[C:18]([CH2:21][C:22](=[O:24])[CH3:23])(=[O:20])[CH3:19]. The catalyst is O.Cl.C(O)C. The product is [Cl:1][C:2]1[CH:3]=[C:4]([NH:5][N:9]=[C:21]([C:22](=[O:24])[CH3:23])[C:18](=[O:20])[CH3:19])[CH:6]=[CH:7][CH:8]=1. The yield is 0.240.